From a dataset of Forward reaction prediction with 1.9M reactions from USPTO patents (1976-2016). Predict the product of the given reaction. (1) The product is: [Cl:1][C:2]1[CH:11]=[C:10]2[C:5]([C:6]([C:27]3[CH:32]=[CH:31][CH:30]=[CH:29][CH:28]=3)=[C:7]([C:14]([O:16][CH2:17][CH3:18])=[O:15])[N:8]([CH3:13])[C:9]2=[O:12])=[CH:4][CH:3]=1. Given the reactants [Cl:1][C:2]1[CH:11]=[C:10]2[C:5]([C:6](OS(C(F)(F)F)(=O)=O)=[C:7]([C:14]([O:16][CH2:17][CH3:18])=[O:15])[N:8]([CH3:13])[C:9]2=[O:12])=[CH:4][CH:3]=1.[C:27]1(B(O)O)[CH:32]=[CH:31][CH:30]=[CH:29][CH:28]=1.C(=O)([O-])[O-].[Na+].[Na+], predict the reaction product. (2) Given the reactants [NH2:1][CH2:2][C:3]1([C:9]([O:11][CH2:12][CH3:13])=[O:10])[CH2:8][CH2:7][O:6][CH2:5][CH2:4]1.[CH3:14][C:15]([O:18][C:19](O[C:19]([O:18][C:15]([CH3:17])([CH3:16])[CH3:14])=[O:20])=[O:20])([CH3:17])[CH3:16].O, predict the reaction product. The product is: [C:15]([O:18][C:19]([NH:1][CH2:2][C:3]1([C:9]([O:11][CH2:12][CH3:13])=[O:10])[CH2:8][CH2:7][O:6][CH2:5][CH2:4]1)=[O:20])([CH3:17])([CH3:16])[CH3:14]. (3) Given the reactants [CH3:1][C:2]1([CH2:6][OH:7])[CH2:5][CH2:4][CH2:3]1.C(N(CC)CC)C.Cl.CN(C)C.[C:20]1([CH3:30])[CH:25]=[CH:24][C:23]([S:26](Cl)(=[O:28])=[O:27])=[CH:22][CH:21]=1, predict the reaction product. The product is: [CH3:1][C:2]1([CH2:6][O:7][S:26]([C:23]2[CH:24]=[CH:25][C:20]([CH3:30])=[CH:21][CH:22]=2)(=[O:28])=[O:27])[CH2:5][CH2:4][CH2:3]1. (4) The product is: [C:1]([C:9]1[CH:17]=[CH:16][CH:15]=[CH:14][C:10]=1[C:11]([Cl:54])=[O:12])(=[O:8])[C:2]1[CH:7]=[CH:6][CH:5]=[CH:4][CH:3]=1.[C:18]([C:26]1[CH:27]=[C:28]([CH:32]=[CH:33][CH:34]=1)[C:29]([Cl:59])=[O:30])(=[O:25])[C:19]1[CH:24]=[CH:23][CH:22]=[CH:21][CH:20]=1.[C:35]([C:43]1[CH:51]=[CH:50][C:46]([C:47]([Cl:54])=[O:48])=[CH:45][CH:44]=1)(=[O:42])[C:36]1[CH:41]=[CH:40][CH:39]=[CH:38][CH:37]=1. Given the reactants [C:1]([C:9]1[CH:17]=[CH:16][CH:15]=[CH:14][C:10]=1[C:11](O)=[O:12])(=[O:8])[C:2]1[CH:7]=[CH:6][CH:5]=[CH:4][CH:3]=1.[C:18]([C:26]1[CH:27]=[C:28]([CH:32]=[CH:33][CH:34]=1)[C:29](O)=[O:30])(=[O:25])[C:19]1[CH:24]=[CH:23][CH:22]=[CH:21][CH:20]=1.[C:35]([C:43]1[CH:51]=[CH:50][C:46]([C:47](O)=[O:48])=[CH:45][CH:44]=1)(=[O:42])[C:36]1[CH:41]=[CH:40][CH:39]=[CH:38][CH:37]=1.S(Cl)([Cl:54])=O.C(Cl)(=O)C([Cl:59])=O, predict the reaction product. (5) The product is: [CH3:2][C:3]1[C:7]2[N:8]=[CH:9][N:10]=[C:11]([NH:12][N:13]=[CH:20][C:16]3[CH:15]=[N:14][CH:19]=[CH:18][CH:17]=3)[C:6]=2[S:5][CH:4]=1. Given the reactants Cl.[CH3:2][C:3]1[C:7]2[N:8]=[CH:9][N:10]=[C:11]([NH:12][NH2:13])[C:6]=2[S:5][CH:4]=1.[N:14]1[CH:19]=[CH:18][CH:17]=[C:16]([CH:20]=O)[CH:15]=1, predict the reaction product. (6) Given the reactants [CH3:1][C:2]1[C:6]([C:7]2[CH:8]=[C:9]3[N:18]([CH3:19])[CH:17]=[CH:16][C:10]3=[N:11][C:12]=2[C@@H:13]([NH2:15])[CH3:14])=[C:5]([CH3:20])[O:4][N:3]=1.[NH2:21][C:22]1[N:27]=[C:26]([NH2:28])[C:25]([C:29]#[N:30])=[C:24](Cl)[N:23]=1.C(N(C(C)C)C(C)C)C, predict the reaction product. The product is: [NH2:21][C:22]1[N:27]=[C:26]([NH2:28])[C:25]([C:29]#[N:30])=[C:24]([NH:15][C@H:13]([C:12]2[N:11]=[C:10]3[CH:16]=[CH:17][N:18]([CH3:19])[C:9]3=[CH:8][C:7]=2[C:6]2[C:2]([CH3:1])=[N:3][O:4][C:5]=2[CH3:20])[CH3:14])[N:23]=1. (7) The product is: [CH2:1]([C:3]1[CH:8]=[CH:7][CH:6]=[C:5]([CH2:9][CH3:10])[C:4]=1[C:11]1[CH:12]=[C:13]2[C:19]([CH2:20][C:21]#[N:22])=[CH:18][N:17]([C:24]3[CH:29]=[CH:28][C:27]([CH:30]([CH3:32])[CH3:31])=[CH:26][CH:25]=3)[C:14]2=[CH:15][N:16]=1)[CH3:2]. Given the reactants [CH2:1]([C:3]1[CH:8]=[CH:7][CH:6]=[C:5]([CH2:9][CH3:10])[C:4]=1[C:11]1[CH:12]=[C:13]2[C:19]([CH2:20][C:21]#[N:22])=[CH:18][NH:17][C:14]2=[CH:15][N:16]=1)[CH3:2].I[C:24]1[CH:29]=[CH:28][C:27]([CH:30]([CH3:32])[CH3:31])=[CH:26][CH:25]=1.C([O-])([O-])=O.[Cs+].[Cs+].C(N)CN, predict the reaction product. (8) Given the reactants C([O:5][C:6](=[O:16])[CH2:7][N:8]1[CH:12]=[CH:11][N:10]=[C:9]1[N+:13]([O-:15])=[O:14])(C)(C)C, predict the reaction product. The product is: [N+:13]([C:9]1[N:8]([CH2:7][C:6]([OH:16])=[O:5])[CH:12]=[CH:11][N:10]=1)([O-:15])=[O:14].